Dataset: Forward reaction prediction with 1.9M reactions from USPTO patents (1976-2016). Task: Predict the product of the given reaction. (1) Given the reactants [Cl:1][C:2]1[CH:22]=[C:21]([Cl:23])[CH:20]=[CH:19][C:3]=1[CH2:4][O:5][C:6]1[CH:18]=[CH:17][C:9]2[CH:10]([C:13]([O:15][CH3:16])=[O:14])[CH2:11][O:12][C:8]=2[CH:7]=1.[H-].[Na+].I[CH3:27], predict the reaction product. The product is: [Cl:1][C:2]1[CH:22]=[C:21]([Cl:23])[CH:20]=[CH:19][C:3]=1[CH2:4][O:5][C:6]1[CH:18]=[CH:17][C:9]2[C:10]([CH3:27])([C:13]([O:15][CH3:16])=[O:14])[CH2:11][O:12][C:8]=2[CH:7]=1. (2) The product is: [F:10][C:11]1[CH:26]=[CH:25][CH:24]=[CH:23][C:12]=1[O:13][CH2:14][C@@H:15]1[CH2:16][CH2:17][C@H:18]([CH2:21][NH:22][C:6]([C:4]2[CH:3]=[N:2][NH:1][CH:5]=2)=[O:8])[CH2:19][CH2:20]1. Given the reactants [NH:1]1[CH:5]=[C:4]([C:6]([OH:8])=O)[CH:3]=[N:2]1.Cl.[F:10][C:11]1[CH:26]=[CH:25][CH:24]=[CH:23][C:12]=1[O:13][CH2:14][C@@H:15]1[CH2:20][CH2:19][C@H:18]([CH2:21][NH2:22])[CH2:17][CH2:16]1, predict the reaction product. (3) Given the reactants [CH2:1](O)[CH2:2][CH2:3][CH2:4][CH2:5][CH2:6][CH2:7][CH2:8][CH2:9][CH2:10][CH2:11][CH2:12][CH2:13][CH2:14][CH2:15][CH2:16][CH2:17][CH3:18].C1C=CC(P(C2C=CC=CC=2)C2C=CC=CC=2)=CC=1.C(Br)(Br)(Br)[Br:40], predict the reaction product. The product is: [CH2:1]([Br:40])[CH2:2][CH2:3][CH2:4][CH2:5][CH2:6][CH2:7][CH2:8][CH2:9][CH2:10][CH2:11][CH2:12][CH2:13][CH2:14][CH2:15][CH2:16][CH2:17][CH3:18]. (4) The product is: [C:3]([O:7][C:8]([N:10]1[CH2:15][CH2:14][C@:13]([O:28][CH2:49][CH2:48][O:47][CH3:46])([C:16]2[CH:17]=[CH:18][C:19]([CH2:22][O:23][CH2:24][CH2:25][O:26][CH3:27])=[CH:20][CH:21]=2)[C@@H:12]([O:29][CH2:30][C:31]2[CH:32]=[CH:33][C:34]3[O:39][CH2:38][CH2:37][N:36]([CH2:40][CH2:41][CH2:42][O:43][CH3:44])[C:35]=3[CH:45]=2)[CH2:11]1)=[O:9])([CH3:5])([CH3:6])[CH3:4]. Given the reactants [H-].[Na+].[C:3]([O:7][C:8]([N:10]1[CH2:15][CH2:14][C@:13]([OH:28])([C:16]2[CH:21]=[CH:20][C:19]([CH2:22][O:23][CH2:24][CH2:25][O:26][CH3:27])=[CH:18][CH:17]=2)[C@@H:12]([O:29][CH2:30][C:31]2[CH:32]=[CH:33][C:34]3[O:39][CH2:38][CH2:37][N:36]([CH2:40][CH2:41][CH2:42][O:43][CH3:44])[C:35]=3[CH:45]=2)[CH2:11]1)=[O:9])([CH3:6])([CH3:5])[CH3:4].[CH3:46][O:47][CH2:48][CH2:49]Br.C([O-])(O)=O.[Na+], predict the reaction product.